Dataset: NCI-60 drug combinations with 297,098 pairs across 59 cell lines. Task: Regression. Given two drug SMILES strings and cell line genomic features, predict the synergy score measuring deviation from expected non-interaction effect. (1) Drug 1: CC1=C(C=C(C=C1)NC2=NC=CC(=N2)N(C)C3=CC4=NN(C(=C4C=C3)C)C)S(=O)(=O)N.Cl. Drug 2: CS(=O)(=O)C1=CC(=C(C=C1)C(=O)NC2=CC(=C(C=C2)Cl)C3=CC=CC=N3)Cl. Cell line: SF-539. Synergy scores: CSS=19.3, Synergy_ZIP=7.44, Synergy_Bliss=9.15, Synergy_Loewe=10.3, Synergy_HSA=11.5. (2) Drug 1: CN(C)C1=NC(=NC(=N1)N(C)C)N(C)C. Drug 2: C1=CN(C=N1)CC(O)(P(=O)(O)O)P(=O)(O)O. Cell line: HOP-92. Synergy scores: CSS=0.834, Synergy_ZIP=-1.95, Synergy_Bliss=-5.62, Synergy_Loewe=-9.89, Synergy_HSA=-6.30. (3) Drug 1: COC1=NC(=NC2=C1N=CN2C3C(C(C(O3)CO)O)O)N. Drug 2: CC1CCC2CC(C(=CC=CC=CC(CC(C(=O)C(C(C(=CC(C(=O)CC(OC(=O)C3CCCCN3C(=O)C(=O)C1(O2)O)C(C)CC4CCC(C(C4)OC)O)C)C)O)OC)C)C)C)OC. Cell line: MOLT-4. Synergy scores: CSS=77.6, Synergy_ZIP=3.65, Synergy_Bliss=5.66, Synergy_Loewe=7.45, Synergy_HSA=8.73. (4) Drug 1: CN(C)C1=NC(=NC(=N1)N(C)C)N(C)C. Drug 2: CC1CCC2CC(C(=CC=CC=CC(CC(C(=O)C(C(C(=CC(C(=O)CC(OC(=O)C3CCCCN3C(=O)C(=O)C1(O2)O)C(C)CC4CCC(C(C4)OC)O)C)C)O)OC)C)C)C)OC. Cell line: SK-MEL-2. Synergy scores: CSS=19.3, Synergy_ZIP=-1.33, Synergy_Bliss=2.51, Synergy_Loewe=-15.4, Synergy_HSA=-0.230.